Dataset: Forward reaction prediction with 1.9M reactions from USPTO patents (1976-2016). Task: Predict the product of the given reaction. (1) The product is: [CH3:1][O:2][C:3](=[O:21])[C:4]1[CH:9]=[CH:8][C:7]([S:10][C:11]2[CH:12]=[CH:13][C:14]([NH:17][C:22]([O:24][C:25]([CH3:28])([CH3:27])[CH3:26])=[O:23])=[CH:15][CH:16]=2)=[C:6]([N+:18]([O-:20])=[O:19])[CH:5]=1. Given the reactants [CH3:1][O:2][C:3](=[O:21])[C:4]1[CH:9]=[CH:8][C:7]([S:10][C:11]2[CH:16]=[CH:15][C:14]([NH2:17])=[CH:13][CH:12]=2)=[C:6]([N+:18]([O-:20])=[O:19])[CH:5]=1.[C:22](O[C:22]([O:24][C:25]([CH3:28])([CH3:27])[CH3:26])=[O:23])([O:24][C:25]([CH3:28])([CH3:27])[CH3:26])=[O:23], predict the reaction product. (2) Given the reactants [C:1](/[C:3](=[CH:7]\[C:8]1[CH:13]=[CH:12][CH:11]=[C:10]([O:14][CH3:15])[N:9]=1)/[C:4]([O-:6])=[O:5])#[N:2].[BH4-].[Na+].Cl.[CH3:19]O, predict the reaction product. The product is: [NH2:2][CH2:1][CH:3]([CH2:7][C:8]1[CH:13]=[CH:12][CH:11]=[C:10]([O:14][CH3:15])[N:9]=1)[C:4]([O:6][CH3:19])=[O:5]. (3) The product is: [Br:1][C:2]1[CH:7]=[CH:6][N:5]2[C:11](=[O:12])[C:10]([CH2:14][CH2:13][Br:18])=[CH:9][N:8]=[C:4]2[CH:3]=1. Given the reactants [Br:1][C:2]1[CH:7]=[CH:6][N:5]=[C:4]([N:8]=[CH:9][CH:10]2[CH2:14][CH2:13][O:12][C:11]2=O)[CH:3]=1.P(Br)(Br)([Br:18])=O, predict the reaction product. (4) Given the reactants CCN(C(C)C)C(C)C.[CH3:10][C:11]1[N:16]=[C:15]([C:17]([OH:19])=O)[CH:14]=[CH:13][CH:12]=1.F[P-](F)(F)(F)(F)F.N1(OC(N(C)C)=[N+](C)C)C2N=CC=CC=2N=N1.[Br:44][C:45]1[CH:46]=[C:47]([NH2:56])[C:48]2[CH:49]=[N:50][N:51]([CH2:54][CH3:55])[C:52]=2[CH:53]=1, predict the reaction product. The product is: [Br:44][C:45]1[CH:53]=[C:52]2[C:48]([CH:49]=[N:50][N:51]2[CH2:54][CH3:55])=[C:47]([NH:56][C:17]([C:15]2[CH:14]=[CH:13][CH:12]=[C:11]([CH3:10])[N:16]=2)=[O:19])[CH:46]=1. (5) Given the reactants [C:1]([C:4]1[C:9]([C:10]2[CH:15]=[CH:14][CH:13]=[CH:12][CH:11]=2)=[N:8][N:7]([CH2:16][CH3:17])[C:6](=[O:18])[C:5]=1[N+:19]([O-])=O)(=[O:3])[CH3:2].N[C:23]1[CH:27]=[C:26]([CH3:28])[O:25][N:24]=1, predict the reaction product. The product is: [C:1]([C:4]1[C:9]([C:10]2[CH:11]=[CH:12][CH:13]=[CH:14][CH:15]=2)=[N:8][N:7]([CH2:16][CH3:17])[C:6](=[O:18])[C:5]=1[NH:19][C:23]1[CH:27]=[C:26]([CH3:28])[O:25][N:24]=1)(=[O:3])[CH3:2]. (6) The product is: [Cl:15][C:13]1[CH:12]=[CH:11][C:9]2[O:10][C:3]3[C:2]([N:16]4[CH2:20][CH2:19][C@@H:18]([NH:21][C:22](=[O:28])[O:23][C:24]([CH3:26])([CH3:25])[CH3:27])[CH2:17]4)=[N:7][CH:6]=[N:5][C:4]=3[C:8]=2[CH:14]=1. Given the reactants Cl[C:2]1[C:3]2[O:10][C:9]3[CH:11]=[CH:12][C:13]([Cl:15])=[CH:14][C:8]=3[C:4]=2[N:5]=[CH:6][N:7]=1.[NH:16]1[CH2:20][CH2:19][C@@H:18]([NH:21][C:22](=[O:28])[O:23][C:24]([CH3:27])([CH3:26])[CH3:25])[CH2:17]1, predict the reaction product. (7) Given the reactants [F:1][C:2]1[CH:3]=[C:4]2[C:14]3[C:9](=[CH:10][N:11]=[C:12]([OH:15])[CH:13]=3)[NH:8][C:5]2=[N:6][CH:7]=1.[F:16][C:17]([F:23])([F:22])[S:18](O)(=[O:20])=[O:19], predict the reaction product. The product is: [F:16][C:17]([F:23])([F:22])[S:18]([O:15][C:12]1[CH:13]=[C:14]2[C:4]3[C:5](=[N:6][CH:7]=[C:2]([F:1])[CH:3]=3)[NH:8][C:9]2=[CH:10][N:11]=1)(=[O:20])=[O:19]. (8) Given the reactants [C:1]([C:3]1[CH:8]=[CH:7][C:6]([N:9]2[CH:14]=[CH:13][C:12]([O:15][CH:16]3[CH2:21][CH2:20][N:19]([C:22](OC(C)(C)C)=O)[CH2:18][CH2:17]3)=[CH:11][C:10]2=[O:29])=[C:5]([F:30])[CH:4]=1)#[N:2].O=C1C=C(OC2CCN(C(OC(C)(C)C)=O)CC2)C=CN1C1C=NC=CC=1.ClC1[N:64]=[CH:63][C:62]([CH2:65][CH2:66][CH3:67])=[CH:61][N:60]=1.C(=O)([O-])[O-].[K+].[K+].C(=O)([O-])[O-].[Cs+].[Cs+], predict the reaction product. The product is: [CH:65]1([C:62]2[CH:61]=[N:60][C:22]([N:19]3[CH2:18][CH2:17][CH:16]([O:15][C:12]4[CH:13]=[CH:14][N:9]([C:6]5[CH:7]=[CH:8][C:3]([C:1]#[N:2])=[CH:4][C:5]=5[F:30])[C:10](=[O:29])[CH:11]=4)[CH2:21][CH2:20]3)=[N:64][CH:63]=2)[CH2:67][CH2:66]1. (9) The product is: [Cl:20][C:21]1[N:28]=[C:27]([C:6]2[CH:7]=[CH:8][C:3]([C:2]([F:13])([F:12])[F:1])=[CH:4][CH:5]=2)[CH:26]=[CH:25][C:22]=1[CH:23]=[O:24]. Given the reactants [F:1][C:2]([F:13])([F:12])[C:3]1[CH:8]=[CH:7][C:6](B(O)O)=[CH:5][CH:4]=1.C(=O)([O-])[O-].[K+].[K+].[Cl:20][C:21]1[N:28]=[C:27](Cl)[CH:26]=[CH:25][C:22]=1[CH:23]=[O:24].C1(C)C=CC=CC=1P(C1C=CC=CC=1C)C1C=CC=CC=1C.Cl, predict the reaction product. (10) Given the reactants [H-].[Na+].[CH2:3]([CH:7]1[CH2:16][CH2:15][C:14]2[C:9](=[CH:10][CH:11]=[C:12]([O:17][CH3:18])[CH:13]=2)[C:8]1=[O:19])[CH2:4][CH2:5][CH3:6].[CH2:20](I)[CH:21]=[CH2:22], predict the reaction product. The product is: [CH2:22]([C:7]1([CH2:3][CH2:4][CH2:5][CH3:6])[CH2:16][CH2:15][C:14]2[C:9](=[CH:10][CH:11]=[C:12]([O:17][CH3:18])[CH:13]=2)[C:8]1=[O:19])[CH:21]=[CH2:20].